Dataset: Catalyst prediction with 721,799 reactions and 888 catalyst types from USPTO. Task: Predict which catalyst facilitates the given reaction. (1) Reactant: FC1C=C2C(C(I)=CN2S(C2C=CC=CC=2)(=O)=O)=CC=1.C1(S([N:30]2[C:38]3[C:33](=[CH:34][CH:35]=[C:36]([F:39])[CH:37]=3)[C:32]([C:40]3[CH:41]=[CH:42][C:43]4[O:47][C:46]([CH2:48][N:49]5[CH2:54][CH2:53][NH:52][CH2:51][CH2:50]5)=[N:45][C:44]=4[CH:55]=3)=[CH:31]2)(=O)=O)C=CC=CC=1. Product: [F:39][C:36]1[CH:37]=[C:38]2[C:33]([C:32]([C:40]3[CH:41]=[CH:42][C:43]4[O:47][C:46]([CH2:48][N:49]5[CH2:54][CH2:53][NH:52][CH2:51][CH2:50]5)=[N:45][C:44]=4[CH:55]=3)=[CH:31][NH:30]2)=[CH:34][CH:35]=1. The catalyst class is: 5. (2) Reactant: [NH:1]1[C:9]2[C:4](=[CH:5][C:6]([NH:10][C:11]([CH:13]3[CH:18]([C:19]4[CH:24]=[CH:23][CH:22]=[CH:21][CH:20]=4)[CH2:17][CH2:16][CH2:15][N:14]3C(OC(C)(C)C)=O)=[O:12])=[CH:7][CH:8]=2)[CH:3]=[N:2]1. Product: [NH:1]1[C:9]2[C:4](=[CH:5][C:6]([NH:10][C:11]([CH:13]3[CH:18]([C:19]4[CH:24]=[CH:23][CH:22]=[CH:21][CH:20]=4)[CH2:17][CH2:16][CH2:15][NH:14]3)=[O:12])=[CH:7][CH:8]=2)[CH:3]=[N:2]1. The catalyst class is: 89. (3) Product: [C:1]([C:4]1[C:22](=[O:23])[C@@:8]2([CH3:24])[C:9]3[C:15]([OH:16])=[CH:14][C:13]([O:17][CH3:18])=[C:12]([C:19]([NH:21][CH2:43][C:28]4[C:29]5[C:34](=[CH:33][CH:32]=[CH:31][CH:30]=5)[C:35]([O:37][CH2:38][C:39]#[C:40][CH2:41][CH3:42])=[CH:36][C:27]=4[CH3:26])=[O:20])[C:10]=3[O:11][C:7]2=[CH:6][C:5]=1[OH:25])(=[O:3])[CH3:2]. The catalyst class is: 10. Reactant: [C:1]([C:4]1[C:22](=[O:23])[C@@:8]2([CH3:24])[C:9]3[C:15]([OH:16])=[CH:14][C:13]([O:17][CH3:18])=[C:12]([C:19]([NH2:21])=[O:20])[C:10]=3[O:11][C:7]2=[CH:6][C:5]=1[OH:25])(=[O:3])[CH3:2].[CH3:26][C:27]1[CH:36]=[C:35]([O:37][CH2:38][C:39]#[C:40][CH2:41][CH3:42])[C:34]2[C:29](=[CH:30][CH:31]=[CH:32][CH:33]=2)[C:28]=1[CH:43]=O.C([SiH](CC)CC)C.FC(F)(F)C(O)=O. (4) Reactant: [BH-](OC(C)=O)(OC(C)=O)OC(C)=O.[Na+].[NH:15]1[C:23]2[C:18](=[CH:19][CH:20]=[CH:21][CH:22]=2)[CH:17]=[C:16]1[C:24]1[C:28]([CH:29]=O)=[CH:27][N:26]([CH:31]2[CH2:36][CH2:35][CH2:34][CH2:33][O:32]2)[N:25]=1.[CH3:37][C@@H:38]1[CH2:43][NH:42][CH2:41][CH2:40][N:39]1[C:44]1[CH:49]=[CH:48][C:47]([C:50]([F:53])([F:52])[F:51])=[CH:46][N:45]=1.C(O)(=O)C. Product: [CH3:37][C@H:38]1[N:39]([C:44]2[CH:49]=[CH:48][C:47]([C:50]([F:53])([F:51])[F:52])=[CH:46][N:45]=2)[CH2:40][CH2:41][N:42]([CH2:29][C:28]2[C:24]([C:16]3[NH:15][C:23]4[C:18]([CH:17]=3)=[CH:19][CH:20]=[CH:21][CH:22]=4)=[N:25][N:26]([CH:31]3[CH2:36][CH2:35][CH2:34][CH2:33][O:32]3)[CH:27]=2)[CH2:43]1. The catalyst class is: 3. (5) Reactant: C1(O[C:8](=[O:27])[NH:9][C:10]2[S:11][C:12]3[C:18]([CH:19]4[CH2:24][O:23][CH2:22][CH2:21][O:20]4)=[CH:17][CH:16]=[C:15]([O:25][CH3:26])[C:13]=3[N:14]=2)C=CC=CC=1.[NH:28]1[CH2:33][CH2:32][CH:31]([CH2:34][OH:35])[CH2:30][CH2:29]1.N1C=CC=CC=1. Product: [O:20]1[CH2:21][CH2:22][O:23][CH2:24][CH:19]1[C:18]1[C:12]2[S:11][C:10]([NH:9][C:8]([N:28]3[CH2:33][CH2:32][CH:31]([CH2:34][OH:35])[CH2:30][CH2:29]3)=[O:27])=[N:14][C:13]=2[C:15]([O:25][CH3:26])=[CH:16][CH:17]=1. The catalyst class is: 22. (6) Product: [Br:1][C:2]1[S:6][C:5]([C:7]([C:10]2[N:14]([CH:15]3[CH2:17][CH2:16]3)[C:13]([CH:18]3[CH2:21][C:20](=[O:23])[CH2:19]3)=[N:12][N:11]=2)([CH3:9])[CH3:8])=[CH:4][CH:3]=1. Reactant: [Br:1][C:2]1[S:6][C:5]([C:7]([C:10]2[N:14]([CH:15]3[CH2:17][CH2:16]3)[C:13]([CH:18]3[CH2:21][C:20](=C)[CH2:19]3)=[N:12][N:11]=2)([CH3:9])[CH3:8])=[CH:4][CH:3]=1.[O:23]=[O+][O-].O=O.CS(C)=O. The catalyst class is: 4. (7) Reactant: [F:1][C:2]1[CH:3]=[C:4]([CH:7]=[CH:8][C:9]=1[N:10]1[CH2:15][CH2:14][N:13]([C:16]2[NH:17][C:18](=[O:26])[C:19]3[CH:24]=[N:23][N:22]([CH3:25])[C:20]=3[N:21]=2)[CH2:12][CH2:11]1)[C:5]#[N:6].[N-:27]=[N+:28]=[N-:29].[Na+].[Cl-].[NH4+]. Product: [F:1][C:2]1[CH:3]=[C:4]([C:5]2[NH:29][N:28]=[N:27][N:6]=2)[CH:7]=[CH:8][C:9]=1[N:10]1[CH2:11][CH2:12][N:13]([C:16]2[NH:17][C:18](=[O:26])[C:19]3[CH:24]=[N:23][N:22]([CH3:25])[C:20]=3[N:21]=2)[CH2:14][CH2:15]1. The catalyst class is: 3. (8) Reactant: [CH3:1][N:2]([CH3:64])[C:3]1[CH:8]=[CH:7][C:6]([N:9]=[N:10][C:11]2[CH:63]=[CH:62][C:14]([C:15]([NH:17][CH2:18][CH:19]([CH2:35][CH2:36][C:37]([F:61])([F:60])[C:38]([F:59])([F:58])[C:39]([F:57])([F:56])[C:40]([F:55])([F:54])[C:41]([F:53])([F:52])[C:42]([F:51])([F:50])[C:43]([F:49])([F:48])[C:44]([F:47])([F:46])[F:45])[C:20]([NH:22][CH2:23][CH2:24][CH2:25][O:26][CH2:27][CH:28]3[CH2:32][O:31]C(C)(C)[O:29]3)=[O:21])=[O:16])=[CH:13][CH:12]=2)=[CH:5][CH:4]=1. The catalyst class is: 36. Product: [CH3:64][N:2]([CH3:1])[C:3]1[CH:4]=[CH:5][C:6]([N:9]=[N:10][C:11]2[CH:63]=[CH:62][C:14]([C:15]([NH:17][CH2:18][CH:19]([CH2:35][CH2:36][C:37]([F:61])([F:60])[C:38]([F:59])([F:58])[C:39]([F:56])([F:57])[C:40]([F:54])([F:55])[C:41]([F:52])([F:53])[C:42]([F:51])([F:50])[C:43]([F:48])([F:49])[C:44]([F:47])([F:46])[F:45])[C:20]([NH:22][CH2:23][CH2:24][CH2:25][O:26][CH2:27][CH:28]([OH:29])[CH2:32][OH:31])=[O:21])=[O:16])=[CH:13][CH:12]=2)=[CH:7][CH:8]=1.